Predict the product of the given reaction. From a dataset of Forward reaction prediction with 1.9M reactions from USPTO patents (1976-2016). (1) Given the reactants I[C:2]1[C:7]([O:8][C:9]2[C:18]3[C:13](=[CH:14][C:15]([O:21][CH3:22])=[C:16]([O:19][CH3:20])[CH:17]=3)[N:12]=[CH:11][CH:10]=2)=[CH:6][CH:5]=[C:4]([CH3:23])[N:3]=1.O, predict the reaction product. The product is: [CH3:20][O:19][C:16]1[CH:17]=[C:18]2[C:13](=[CH:14][C:15]=1[O:21][CH3:22])[N:12]=[CH:11][CH:10]=[C:9]2[O:8][C:7]1[C:2]([C:2]2[CH:7]=[CH:6][CH:5]=[C:4]([CH3:23])[N:3]=2)=[N:3][C:4]([CH3:23])=[CH:5][CH:6]=1. (2) Given the reactants [CH3:1][C:2]1[CH:3]=[C:4]([C:12]2[CH:13]=[C:14]([CH:19]=[CH:20][N:21]=2)[C:15]([O:17][CH3:18])=[O:16])[CH:5]=[CH:6][C:7]=1[C:8]([F:11])([F:10])[F:9], predict the reaction product. The product is: [CH3:1][C:2]1[CH:3]=[C:4]([CH:12]2[CH2:13][CH:14]([C:15]([O:17][CH3:18])=[O:16])[CH2:19][CH2:20][NH:21]2)[CH:5]=[CH:6][C:7]=1[C:8]([F:9])([F:10])[F:11]. (3) Given the reactants [C:1]([C:3]1[CH:4]=[C:5]([CH:10]=[CH:11][CH:12]=1)[C:6]([O:8][CH3:9])=[O:7])#[N:2].[N-:13]=[N+:14]=[N-:15].[Na+].[Cl-].[NH4+].N([O-])=O.[Na+], predict the reaction product. The product is: [NH:13]1[C:1]([C:3]2[CH:4]=[C:5]([CH:10]=[CH:11][CH:12]=2)[C:6]([O:8][CH3:9])=[O:7])=[N:2][N:15]=[N:14]1. (4) Given the reactants [CH2:1]([N:3]([C:15]1[CH:16]=[N:17][CH:18]=[CH:19][CH:20]=1)[S:4]([C:7]1[CH:8]=[N:9][C:10]([NH:13][NH2:14])=[CH:11][CH:12]=1)(=[O:6])=[O:5])[CH3:2].C(N(CC)CC)C.[N:28]([C@@H:31]([C:33]1[CH:38]=[CH:37][CH:36]=[CH:35][CH:34]=1)[CH3:32])=[C:29]=[S:30], predict the reaction product. The product is: [CH2:1]([N:3]([C:15]1[CH:16]=[N:17][CH:18]=[CH:19][CH:20]=1)[S:4]([C:7]1[CH:12]=[CH:11][C:10]([NH:13][NH:14][C:29](=[S:30])[NH:28][C@@H:31]([C:33]2[CH:38]=[CH:37][CH:36]=[CH:35][CH:34]=2)[CH3:32])=[N:9][CH:8]=1)(=[O:5])=[O:6])[CH3:2].